Dataset: Catalyst prediction with 721,799 reactions and 888 catalyst types from USPTO. Task: Predict which catalyst facilitates the given reaction. Product: [CH3:1][O:2][C:3]1[CH:4]=[C:5]2[C:9](=[CH:10][CH:11]=1)[C:8](=[O:12])[C:7](=[CH:24][C:23]1[C:19]([C:13]3[CH:18]=[CH:17][CH:16]=[CH:15][CH:14]=3)=[N:20][O:21][C:22]=1[CH3:26])[CH2:6]2. The catalyst class is: 88. Reactant: [CH3:1][O:2][C:3]1[CH:4]=[C:5]2[C:9](=[CH:10][CH:11]=1)[C:8](=[O:12])[CH2:7][CH2:6]2.[C:13]1([C:19]2[C:23]([CH:24]=O)=[C:22]([CH3:26])[O:21][N:20]=2)[CH:18]=[CH:17][CH:16]=[CH:15][CH:14]=1.[OH-].[Na+].